The task is: Predict which catalyst facilitates the given reaction.. This data is from Catalyst prediction with 721,799 reactions and 888 catalyst types from USPTO. (1) Reactant: [N:1]1[C:2]([CH2:10][C:11]#[N:12])=[CH:3][N:4]2[CH:9]=[CH:8][CH:7]=[CH:6][C:5]=12.B.C1COCC1. Product: [N:1]1[C:2]([CH2:10][CH2:11][NH2:12])=[CH:3][N:4]2[CH:9]=[CH:8][CH:7]=[CH:6][C:5]=12. The catalyst class is: 1. (2) Reactant: [CH:1]([C:3]1[O:11][C:10]2[C:9]([C:12]3[CH:13]=[C:14]([CH:20]=[CH:21][CH:22]=3)[C:15]([O:17][CH2:18][CH3:19])=[O:16])=[CH:8][N:7]=[CH:6][C:5]=2[CH:4]=1)=O.[CH2:23]1[S:29][C:27](=[O:28])[NH:26][C:24]1=[O:25].NCCC(O)=O. Product: [O:28]=[C:27]1[NH:26][C:24](=[O:25])/[C:23](=[CH:1]/[C:3]2[O:11][C:10]3[C:9]([C:12]4[CH:13]=[C:14]([CH:20]=[CH:21][CH:22]=4)[C:15]([O:17][CH2:18][CH3:19])=[O:16])=[CH:8][N:7]=[CH:6][C:5]=3[CH:4]=2)/[S:29]1. The catalyst class is: 15. (3) Reactant: C1COCC1.[N+:6]([C:9]1[CH:14]=[CH:13][C:12]([C:15]#[C:16][Si:17]([CH3:20])([CH3:19])[CH3:18])=[CH:11][N:10]=1)([O-])=O.[Cl-].[NH4+]. Product: [CH3:18][Si:17]([C:16]#[C:15][C:12]1[CH:13]=[CH:14][C:9]([NH2:6])=[N:10][CH:11]=1)([CH3:19])[CH3:20]. The catalyst class is: 150. (4) Reactant: [NH2:1][C:2]1[C:11]2[N:10]=[C:9]([C:12]3[CH:17]=[CH:16][CH:15]=[C:14]([F:18])[CH:13]=3)[CH:8]=[CH:7][C:6]=2[C:5]([C:19]([OH:21])=O)=[CH:4][N:3]=1.C[CH2:23][N:24](C(C)C)C(C)C.C[N:32]([C:34]([O:38]N1N=NC2C=CC=NC1=2)=[N+:35]([CH3:37])[CH3:36])[CH3:33].F[P-](F)(F)(F)(F)F.NC1CN(C(OC(C)(C)C)=O)C1. Product: [NH2:1][C:2]1[C:11]2[N:10]=[C:9]([C:12]3[CH:17]=[CH:16][CH:15]=[C:14]([F:18])[CH:13]=3)[CH:8]=[CH:7][C:6]=2[C:5]([C:19]([NH:24][CH:23]2[CH2:36][N:35]([C:34](=[O:38])[NH:32][CH3:33])[CH2:37]2)=[O:21])=[CH:4][N:3]=1. The catalyst class is: 3. (5) Reactant: [Cl:1][C:2]1[CH:7]=[C:6](I)[C:5]([F:9])=[CH:4][N:3]=1.[NH2:10][C:11]1[CH:20]=[CH:19][CH:18]=[CH:17][C:12]=1[C:13]([NH:15][CH3:16])=[O:14].C(=O)([O-])[O-].[Cs+].[Cs+].C1(P(C2C=CC=CC=2)C2C=CC3C(=CC=CC=3)C=2C2C3C(=CC=CC=3)C=CC=2P(C2C=CC=CC=2)C2C=CC=CC=2)C=CC=CC=1. Product: [Cl:1][C:2]1[CH:7]=[C:6]([NH:10][C:11]2[CH:20]=[CH:19][CH:18]=[CH:17][C:12]=2[C:13]([NH:15][CH3:16])=[O:14])[C:5]([F:9])=[CH:4][N:3]=1. The catalyst class is: 160. (6) Reactant: Br[C:2]1[CH:31]=[CH:30][CH:29]=[CH:28][C:3]=1[C:4]([NH:6][C:7]1[N:8]=[N:9][C:10]([N:13]2[C:17]([C:18]([F:21])([F:20])[F:19])=[CH:16][C:15]([C:22]3[CH:23]=[N:24][CH:25]=[CH:26][CH:27]=3)=[N:14]2)=[CH:11][CH:12]=1)=[O:5].[C:32]1(B(O)O)[CH:37]=[CH:36][CH:35]=[CH:34][CH:33]=1.C(=O)([O-])[O-].[Cs+].[Cs+]. Product: [N:24]1[CH:25]=[CH:26][CH:27]=[C:22]([C:15]2[CH:16]=[C:17]([C:18]([F:21])([F:20])[F:19])[N:13]([C:10]3[N:9]=[N:8][C:7]([NH:6][C:4]([C:3]4[C:2]([C:32]5[CH:37]=[CH:36][CH:35]=[CH:34][CH:33]=5)=[CH:31][CH:30]=[CH:29][CH:28]=4)=[O:5])=[CH:12][CH:11]=3)[N:14]=2)[CH:23]=1. The catalyst class is: 427.